This data is from Reaction yield outcomes from USPTO patents with 853,638 reactions. The task is: Predict the reaction yield, written as a fraction of the theoretical maximum amount of product (1.0 means a 100% yield; for example, 0.34 means a 34% yield). (1) The reactants are [N+:1]([C:4]1[CH:5]=[C:6]([CH2:14][OH:15])[CH:7]=[C:8]([C:10]([F:13])([F:12])[F:11])[CH:9]=1)([O-:3])=[O:2].[CH3:16]C(C)([O-])C.[K+].CI. The catalyst is C1COCC1. The product is [CH3:16][O:15][CH2:14][C:6]1[CH:7]=[C:8]([C:10]([F:11])([F:12])[F:13])[CH:9]=[C:4]([N+:1]([O-:3])=[O:2])[CH:5]=1. The yield is 0.550. (2) The reactants are Br[C:2]1[CH:7]=[C:6]([Br:8])[N:5]=[C:4]([CH3:9])[C:3]=1[OH:10].[Li]CCCC. The catalyst is C1COCC1. The product is [Br:8][C:6]1[N:5]=[C:4]([CH3:9])[C:3]([OH:10])=[CH:2][CH:7]=1. The yield is 0.950.